Task: Predict which catalyst facilitates the given reaction.. Dataset: Catalyst prediction with 721,799 reactions and 888 catalyst types from USPTO (1) Reactant: [C:1]([C:3]1[CH:10]=[CH:9][C:6]([CH2:7]Br)=[CH:5][C:4]=1[F:11])#[N:2].[CH:12]([C:14]1[N:15]=[C:16]([CH3:19])[NH:17][CH:18]=1)=[O:13].C(=O)([O-])[O-].[Cs+].[Cs+].CCOC(C)=O. Product: [C:1]([C:3]1[CH:10]=[CH:9][C:6]([CH2:7][N:15]2[C:14]([CH:12]=[O:13])=[CH:18][N:17]=[C:16]2[CH3:19])=[CH:5][C:4]=1[F:11])#[N:2].[C:1]([C:3]1[CH:10]=[CH:9][C:6]([CH2:7][N:17]2[CH:18]=[C:14]([CH:12]=[O:13])[N:15]=[C:16]2[CH3:19])=[CH:5][C:4]=1[F:11])#[N:2]. The catalyst class is: 3. (2) Reactant: CN(C(ON1N=NC2C=CC=NC1=2)=[N+](C)C)C.F[P-](F)(F)(F)(F)F.C(N(CC)C(C)C)(C)C.[CH3:34][NH:35][CH2:36][CH2:37][CH2:38][CH:39]=[CH2:40].[CH2:41]([O:45][C:46]1[CH:47]=[C:48]([C:56]2[NH:60][C:59](=[O:61])[C:58]3([CH2:66][CH2:65][N:64]([S:67]([CH2:70][CH2:71][C:72]4[CH:80]=[CH:79][C:75]([C:76](O)=[O:77])=[CH:74][C:73]=4[CH3:81])(=[O:69])=[O:68])[CH2:63][CH2:62]3)[N:57]=2)[CH:49]=[C:50]([C:52]([F:55])([F:54])[F:53])[CH:51]=1)[CH2:42][CH:43]=[CH2:44].[Cl-].[NH4+]. Product: [CH2:41]([O:45][C:46]1[CH:47]=[C:48]([C:56]2[NH:60][C:59](=[O:61])[C:58]3([CH2:66][CH2:65][N:64]([S:67]([CH2:70][CH2:71][C:72]4[CH:80]=[CH:79][C:75]([C:76]([N:35]([CH3:34])[CH2:36][CH2:37][CH2:38][CH:39]=[CH2:40])=[O:77])=[CH:74][C:73]=4[CH3:81])(=[O:68])=[O:69])[CH2:63][CH2:62]3)[N:57]=2)[CH:49]=[C:50]([C:52]([F:53])([F:55])[F:54])[CH:51]=1)[CH2:42][CH:43]=[CH2:44]. The catalyst class is: 3. (3) Reactant: [OH-].[Na+:2].[CH2:3]([O:10][C:11]1[C:16]([O:17][CH3:18])=[CH:15][C:14]([N:19]2[C:27]3[C:22](=[CH:23][CH:24]=[CH:25][CH:26]=3)[C:21]([C:28]([O:30]C)=[O:29])=[CH:20]2)=[C:13]([C:32]([N:34]2[C@H:43]([CH2:44][N:45]3[CH2:50][CH2:49][N:48]([CH3:51])[CH2:47][CH2:46]3)[CH2:42][C:41]3[C:36](=[CH:37][CH:38]=[CH:39][CH:40]=3)[CH2:35]2)=[O:33])[CH:12]=1)[C:4]1[CH:9]=[CH:8][CH:7]=[CH:6][CH:5]=1. Product: [CH2:3]([O:10][C:11]1[C:16]([O:17][CH3:18])=[CH:15][C:14]([N:19]2[C:27]3[C:22](=[CH:23][CH:24]=[CH:25][CH:26]=3)[C:21]([C:28]([O-:30])=[O:29])=[CH:20]2)=[C:13]([C:32]([N:34]2[C@H:43]([CH2:44][N:45]3[CH2:50][CH2:49][N:48]([CH3:51])[CH2:47][CH2:46]3)[CH2:42][C:41]3[C:36](=[CH:37][CH:38]=[CH:39][CH:40]=3)[CH2:35]2)=[O:33])[CH:12]=1)[C:4]1[CH:5]=[CH:6][CH:7]=[CH:8][CH:9]=1.[Na+:2]. The catalyst class is: 111. (4) Reactant: [C:1]1([C:7]2[C:15]3[C:14](=O)[NH:13][CH:12]=[N:11][C:10]=3[O:9][C:8]=2[C:17]2[CH:22]=[CH:21][C:20]([O:23][CH2:24][CH2:25][N:26]3[CH2:30][CH2:29][CH2:28][CH2:27]3)=[CH:19][CH:18]=2)[CH:6]=[CH:5][CH:4]=[CH:3][CH:2]=1.P(Cl)(Cl)([Cl:33])=O. Product: [Cl:33][C:14]1[C:15]2[C:7]([C:1]3[CH:6]=[CH:5][CH:4]=[CH:3][CH:2]=3)=[C:8]([C:17]3[CH:18]=[CH:19][C:20]([O:23][CH2:24][CH2:25][N:26]4[CH2:27][CH2:28][CH2:29][CH2:30]4)=[CH:21][CH:22]=3)[O:9][C:10]=2[N:11]=[CH:12][N:13]=1. The catalyst class is: 48.